This data is from Peptide-MHC class II binding affinity with 134,281 pairs from IEDB. The task is: Regression. Given a peptide amino acid sequence and an MHC pseudo amino acid sequence, predict their binding affinity value. This is MHC class II binding data. (1) The peptide sequence is MMTGRMGERQLQKIE. The MHC is HLA-DQA10201-DQB10301 with pseudo-sequence HLA-DQA10201-DQB10301. The binding affinity (normalized) is 0.479. (2) The peptide sequence is MSLLTEVETYVLSII. The MHC is DRB1_1302 with pseudo-sequence DRB1_1302. The binding affinity (normalized) is 0.358. (3) The binding affinity (normalized) is 0.489. The MHC is HLA-DQA10301-DQB10302 with pseudo-sequence HLA-DQA10301-DQB10302. The peptide sequence is SQDLEWSWNLNGLQAY. (4) The peptide sequence is ANGKTLGEVWKRELN. The MHC is DRB1_0801 with pseudo-sequence DRB1_0801. The binding affinity (normalized) is 0.309. (5) The peptide sequence is EKKCFAATQFEPLAA. The MHC is DRB1_0101 with pseudo-sequence DRB1_0101. The binding affinity (normalized) is 0.434. (6) The peptide sequence is EKKYFWATQFEPLAA. The MHC is HLA-DPA10103-DPB10601 with pseudo-sequence HLA-DPA10103-DPB10601. The binding affinity (normalized) is 1.00. (7) The peptide sequence is HSLVKWLGHPDKF. The MHC is H-2-IAs with pseudo-sequence H-2-IAs. The binding affinity (normalized) is 0.324.